Predict the reaction yield, written as a fraction of the theoretical maximum amount of product (1.0 means a 100% yield; for example, 0.34 means a 34% yield). From a dataset of Reaction yield outcomes from USPTO patents with 853,638 reactions. (1) The reactants are Cl[C:2]1[CH:3]=[C:4]([NH:9][C:10]2[CH:15]=[CH:14][C:13]([N:16]3[CH2:21][CH2:20][N:19]([CH:22]4[CH2:25][O:24][CH2:23]4)[CH2:18][C@@H:17]3[CH3:26])=[CH:12][N:11]=2)[C:5](=[O:8])[NH:6][CH:7]=1.C([O:30][CH2:31][C:32]1[C:33]([N:47]2[N:56]=[CH:55][C:54]3[C:49](=[C:50]([F:61])[CH:51]=[C:52]([C:57]([CH3:60])([CH3:59])[CH3:58])[CH:53]=3)[C:48]2=[O:62])=[N:34][CH:35]=[CH:36][C:37]=1B1OC(C)(C)C(C)(C)O1)(=O)C.C1CCC(P(C2CCCCC2)C2CCCCC2)CC1.C([O-])([O-])=O.[Cs+].[Cs+]. The catalyst is C1C=CC(/C=C/C(/C=C/C2C=CC=CC=2)=O)=CC=1.C1C=CC(/C=C/C(/C=C/C2C=CC=CC=2)=O)=CC=1.C1C=CC(/C=C/C(/C=C/C2C=CC=CC=2)=O)=CC=1.[Pd].[Pd].O.O1CCOCC1. The product is [C:57]([C:52]1[CH:53]=[C:54]2[C:49](=[C:50]([F:61])[CH:51]=1)[C:48](=[O:62])[N:47]([C:33]1[C:32]([CH2:31][OH:30])=[C:37]([C:2]3[CH:3]=[C:4]([NH:9][C:10]4[CH:15]=[CH:14][C:13]([N:16]5[CH2:21][CH2:20][N:19]([CH:22]6[CH2:25][O:24][CH2:23]6)[CH2:18][C@@H:17]5[CH3:26])=[CH:12][N:11]=4)[C:5](=[O:8])[NH:6][CH:7]=3)[CH:36]=[CH:35][N:34]=1)[N:56]=[CH:55]2)([CH3:60])([CH3:58])[CH3:59]. The yield is 0.180. (2) The reactants are [F:1][C:2]1[CH:13]=[CH:12][C:5]2[NH:6][C:7](=[O:11])[O:8][C:9](=[O:10])[C:4]=2[CH:3]=1.[H-].[Na+].[F:16][C:17]1[CH:24]=[CH:23][C:20]([CH2:21]Br)=[CH:19][CH:18]=1. The catalyst is CN(C=O)C. The product is [F:1][C:2]1[CH:13]=[CH:12][C:5]2[N:6]([CH2:21][C:20]3[CH:23]=[CH:24][C:17]([F:16])=[CH:18][CH:19]=3)[C:7](=[O:11])[O:8][C:9](=[O:10])[C:4]=2[CH:3]=1. The yield is 0.670. (3) The reactants are [CH3:1][O:2][C:3]1[CH:8]=[CH:7][CH:6]=[CH:5][C:4]=1[C:9]1[C:17]2[C:12](=[N:13][CH:14]=[C:15](B3OC(C)(C)C(C)(C)O3)[CH:16]=2)[N:11]([CH2:27][O:28][CH2:29][CH2:30][Si:31]([CH3:34])([CH3:33])[CH3:32])[N:10]=1.C[O:36][C:37](=[O:47])[C:38]1[CH:43]=[C:42](Br)[CH:41]=[C:40]([Cl:45])[C:39]=1[OH:46].C(=O)(O)[O-].[Na+].C(O)(=O)CC(CC(O)=O)(C(O)=O)O. The catalyst is C1C=CC([PH+]([C]2[CH][CH][CH][CH]2)C2C=CC=CC=2)=CC=1.C1C=CC([PH+]([C]2[CH][CH][CH][CH]2)C2C=CC=CC=2)=CC=1.C(Cl)Cl.Cl[Pd]Cl.[Fe].C(OCC)(=O)C.C(#N)C. The product is [Cl:45][C:40]1[C:39]([OH:46])=[C:38]([CH:43]=[C:42]([C:15]2[CH:16]=[C:17]3[C:9]([C:4]4[CH:5]=[CH:6][CH:7]=[CH:8][C:3]=4[O:2][CH3:1])=[N:10][N:11]([CH2:27][O:28][CH2:29][CH2:30][Si:31]([CH3:32])([CH3:34])[CH3:33])[C:12]3=[N:13][CH:14]=2)[CH:41]=1)[C:37]([OH:36])=[O:47]. The yield is 0.550. (4) The reactants are [NH2:1][C:2]1[N:6]([C:7]2[CH:8]=[C:9]([CH:13]=[CH:14][CH:15]=2)[C:10]([NH2:12])=O)[N:5]=[C:4]([C:16]([CH3:19])([CH3:18])[CH3:17])[CH:3]=1. The catalyst is O=S(Cl)Cl. The product is [NH2:1][C:2]1[N:6]([C:7]2[CH:8]=[C:9]([CH:13]=[CH:14][CH:15]=2)[C:10]#[N:12])[N:5]=[C:4]([C:16]([CH3:19])([CH3:18])[CH3:17])[CH:3]=1. The yield is 0.730. (5) The reactants are [Br:1][C:2]1[CH:20]=[N:19][C:5]2[N:6]=[C:7]([N:13]3[CH2:16][CH:15]([NH:17][CH3:18])[CH2:14]3)[C:8]3[N:9]([CH:10]=[N:11][N:12]=3)[C:4]=2[CH:3]=1.O1CCOCC1.[ClH:27]. No catalyst specified. The product is [ClH:27].[Br:1][C:2]1[CH:20]=[N:19][C:5]2[N:6]=[C:7]([N:13]3[CH2:16][CH:15]([NH:17][CH3:18])[CH2:14]3)[C:8]3[N:9]([CH:10]=[N:11][N:12]=3)[C:4]=2[CH:3]=1. The yield is 0.900. (6) The reactants are [CH:1]1([CH:7]([C:9]2[CH:13]=[C:12]([C:14]3[CH:19]=[CH:18][C:17]([C:20]([F:23])([F:22])[F:21])=[CH:16][CH:15]=3)[S:11][C:10]=2[CH2:24][CH3:25])[OH:8])[CH2:6][CH2:5][CH2:4][CH2:3][CH2:2]1.O[C:27]1[CH:36]=[CH:35][C:30]([C:31]([O:33]C)=[O:32])=[CH:29][CH:28]=1.N(C(N1CCCCC1)=O)=NC(N1CCCCC1)=O.C(P(CCCC)CCCC)CCC.[OH-].[Na+].Cl. The catalyst is C(O)C.O1CCCC1. The product is [CH:1]1([CH:7]([C:9]2[CH:13]=[C:12]([C:14]3[CH:15]=[CH:16][C:17]([C:20]([F:23])([F:21])[F:22])=[CH:18][CH:19]=3)[S:11][C:10]=2[CH2:24][CH3:25])[O:8][C:27]2[CH:36]=[CH:35][C:30]([C:31]([OH:33])=[O:32])=[CH:29][CH:28]=2)[CH2:2][CH2:3][CH2:4][CH2:5][CH2:6]1. The yield is 0.850. (7) The reactants are [CH3:1][C:2]1([CH3:24])[N:7]([C:8]2[CH:9]=[N:10][C:11]([N+:14]([O-])=O)=[CH:12][CH:13]=2)[CH2:6][CH2:5][N:4]([C:17]([O:19][C:20]([CH3:23])([CH3:22])[CH3:21])=[O:18])[CH2:3]1. The catalyst is [Pd].CO. The product is [NH2:14][C:11]1[N:10]=[CH:9][C:8]([N:7]2[CH2:6][CH2:5][N:4]([C:17]([O:19][C:20]([CH3:23])([CH3:22])[CH3:21])=[O:18])[CH2:3][C:2]2([CH3:24])[CH3:1])=[CH:13][CH:12]=1. The yield is 0.940. (8) The reactants are [Cl:1][C:2]1[CH:7]=[CH:6][C:5]([N+:8]([O-])=O)=[CH:4][C:3]=1[S:11][CH2:12][C:13](Cl)=C.[CH3:16]COC(C)=O.O. The catalyst is CC(O)=O.[Fe]. The product is [NH2:8][C:5]1[C:4]2[CH:16]=[C:12]([CH3:13])[S:11][C:3]=2[C:2]([Cl:1])=[CH:7][CH:6]=1. The yield is 0.350.